The task is: Predict which catalyst facilitates the given reaction.. This data is from Catalyst prediction with 721,799 reactions and 888 catalyst types from USPTO. (1) Reactant: [CH2:1]([O:3][C:4]1[CH:5]=[C:6]([CH:18]=[CH:19][CH:20]=1)[C:7]([N:9]1[CH2:13][C@H:12]([OH:14])[CH2:11][C@H:10]1[C:15]([OH:17])=O)=[O:8])[CH3:2].Cl.[Br:22][C:23]1[CH:28]=[CH:27][C:26]([CH2:29][NH2:30])=[CH:25][CH:24]=1.CCN(C(C)C)C(C)C.CN(C(ON1N=NC2C=CC=NC1=2)=[N+](C)C)C.F[P-](F)(F)(F)(F)F. Product: [Br:22][C:23]1[CH:28]=[CH:27][C:26]([CH2:29][NH:30][C:15]([C@@H:10]2[CH2:11][C@@H:12]([OH:14])[CH2:13][N:9]2[C:7](=[O:8])[C:6]2[CH:18]=[CH:19][CH:20]=[C:4]([O:3][CH2:1][CH3:2])[CH:5]=2)=[O:17])=[CH:25][CH:24]=1. The catalyst class is: 3. (2) Reactant: [I:1][C:2]1[C:3]([CH3:11])=[C:4]([CH:8]=[CH:9][CH:10]=1)[C:5](O)=[O:6].C(Cl)(=O)C([Cl:15])=O. Product: [I:1][C:2]1[C:3]([CH3:11])=[C:4]([CH:8]=[CH:9][CH:10]=1)[C:5]([Cl:15])=[O:6]. The catalyst class is: 348. (3) Reactant: [N+:1]([C:4]1[CH:18]=[CH:17][CH:16]=[CH:15][C:5]=1[C:6]([NH:8][C:9]1[CH:14]=[CH:13][CH:12]=[CH:11][CH:10]=1)=[O:7])([O-])=O.[B][B][B][B][B][B][B][B][B][B]. Product: [NH2:1][C:4]1[CH:18]=[CH:17][CH:16]=[CH:15][C:5]=1[C:6]([NH:8][C:9]1[CH:14]=[CH:13][CH:12]=[CH:11][CH:10]=1)=[O:7]. The catalyst class is: 19. (4) Reactant: Br[C:2]1[CH:3]=[C:4]([C:14]([NH:16][CH2:17][C:18]2[C:19](=[O:26])[NH:20][C:21]([CH3:25])=[CH:22][C:23]=2[CH3:24])=[O:15])[C:5]2[CH:6]=[N:7][N:8]([CH:11]([CH3:13])[CH3:12])[C:9]=2[CH:10]=1.CC1(C)C(C)(C)OB([C:35]2[CH:44]=[CH:43][C:38]3[NH:39][C:40](=[O:42])[NH:41][C:37]=3[CH:36]=2)O1.C(=O)(O)[O-].[Na+].C(Cl)Cl.CO. Product: [CH3:24][C:23]1[CH:22]=[C:21]([CH3:25])[NH:20][C:19](=[O:26])[C:18]=1[CH2:17][NH:16][C:14]([C:4]1[C:5]2[CH:6]=[N:7][N:8]([CH:11]([CH3:13])[CH3:12])[C:9]=2[CH:10]=[C:2]([C:35]2[CH:44]=[CH:43][C:38]3[NH:39][C:40](=[O:42])[NH:41][C:37]=3[CH:36]=2)[CH:3]=1)=[O:15]. The catalyst class is: 669. (5) Reactant: [NH2:1][C:2]1[C:3]([C:23]2[CH:35]=[CH:34][C:26]([C:27]([O:29]C(C)(C)C)=[O:28])=[C:25]([F:36])[CH:24]=2)=[N:4][C:5]([C@H:8]2[CH2:13][CH2:12][C@H:11]([O:14][Si](C(C)(C)C)(C)C)[C@@H:10]([F:22])[CH2:9]2)=[CH:6][N:7]=1.Cl.[OH-].[Na+]. Product: [NH2:1][C:2]1[C:3]([C:23]2[CH:35]=[CH:34][C:26]([C:27]([OH:29])=[O:28])=[C:25]([F:36])[CH:24]=2)=[N:4][C:5]([C@H:8]2[CH2:13][CH2:12][C@H:11]([OH:14])[C@@H:10]([F:22])[CH2:9]2)=[CH:6][N:7]=1. The catalyst class is: 88. (6) Reactant: Br[C:2]1[CH:7]=[CH:6][C:5]([O:8][CH:9]([CH3:15])[CH2:10][CH2:11][CH2:12][CH2:13][CH3:14])=[CH:4][CH:3]=1.C([Sn]([C:29]1[S:30][CH:31]=[CH:32][CH:33]=1)(CCCC)CCCC)CCC.O. Product: [CH3:15][CH:9]([O:8][C:5]1[CH:6]=[CH:7][C:2]([C:29]2[S:30][CH:31]=[CH:32][CH:33]=2)=[CH:3][CH:4]=1)[CH2:10][CH2:11][CH2:12][CH2:13][CH3:14]. The catalyst class is: 3.